Dataset: Reaction yield outcomes from USPTO patents with 853,638 reactions. Task: Predict the reaction yield, written as a fraction of the theoretical maximum amount of product (1.0 means a 100% yield; for example, 0.34 means a 34% yield). (1) The reactants are [CH3:1][C:2]1[N:25]([CH3:26])[C:5]2[CH:6]=[C:7]([C:20]([O:22]CC)=[O:21])[C:8]3[CH2:9][CH2:10][CH:11]([C:14]4[CH:19]=[CH:18][CH:17]=[CH:16][CH:15]=4)[NH:12][C:13]=3[C:4]=2[N:3]=1.Cl. The catalyst is O1CCOCC1.[OH-].[Na+]. The product is [CH3:1][C:2]1[N:25]([CH3:26])[C:5]2[CH:6]=[C:7]([C:20]([OH:22])=[O:21])[C:8]3[CH2:9][CH2:10][CH:11]([C:14]4[CH:19]=[CH:18][CH:17]=[CH:16][CH:15]=4)[NH:12][C:13]=3[C:4]=2[N:3]=1. The yield is 0.880. (2) The reactants are [CH3:1][O:2][CH2:3][N:4]1[C:12]2[C:7](=[CH:8][CH:9]=[CH:10][C:11]=2[NH:13][S:14]([C:17]2[CH:22]=[CH:21][CH:20]=[CH:19][N:18]=2)(=[O:16])=[O:15])[CH:6]=[C:5]1[C:23](O)=[O:24].[CH2:26]([S:33][CH:34]([CH:37]([O:40][CH3:41])[O:38][CH3:39])[CH2:35][NH2:36])[C:27]1[CH:32]=[CH:31][CH:30]=[CH:29][CH:28]=1.C(N(C(C)C)C(C)C)C.F[P-](F)(F)(F)(F)F.N1(OC(N(C)C)=[N+](C)C)C2N=CC=CC=2N=N1. The catalyst is CN(C)C=O.C(OCC)(=O)C. The product is [CH2:26]([S:33][CH:34]([CH:37]([O:38][CH3:39])[O:40][CH3:41])[CH2:35][NH:36][C:23]([C:5]1[N:4]([CH2:3][O:2][CH3:1])[C:12]2[C:7]([CH:6]=1)=[CH:8][CH:9]=[CH:10][C:11]=2[NH:13][S:14]([C:17]1[CH:22]=[CH:21][CH:20]=[CH:19][N:18]=1)(=[O:16])=[O:15])=[O:24])[C:27]1[CH:32]=[CH:31][CH:30]=[CH:29][CH:28]=1. The yield is 1.00. (3) The reactants are Cl[C:2]1[N:6]([CH3:7])[N:5]=[C:4]([CH:8]([F:10])[F:9])[C:3]=1[CH:11]=[O:12].[F-:13].[K+]. The catalyst is CN(C)C=O. The product is [F:13][C:2]1[N:6]([CH3:7])[N:5]=[C:4]([CH:8]([F:10])[F:9])[C:3]=1[CH:11]=[O:12]. The yield is 0.900.